This data is from Catalyst prediction with 721,799 reactions and 888 catalyst types from USPTO. The task is: Predict which catalyst facilitates the given reaction. (1) Reactant: [O:1]=[CH:2][CH:3]=[CH:4][C:5]([O:7][CH2:8][CH3:9])=[O:6].[CH3:10][C:11](=[N:15]O)[C:12](=O)[CH3:13].[ClH:17].C(OCC)(=O)C.C(OCC)C. Product: [Cl:17][CH2:10][C:11]1[N:15]=[C:2](/[CH:3]=[CH:4]/[C:5]([O:7][CH2:8][CH3:9])=[O:6])[O:1][C:12]=1[CH3:13]. The catalyst class is: 175. (2) Reactant: [C:1]([CH2:4][C:5]1[C:13]([CH2:14][CH3:15])=[C:12]([O:16][CH2:17][O:18][CH3:19])[CH:11]=[C:10]([O:20][CH2:21][O:22][CH3:23])[C:6]=1[C:7]([OH:9])=[O:8])([OH:3])=[O:2].[C:24](OC(=O)C)(=O)C.O.C[O-].[Na+]. Product: [CH2:14]([C:13]1[C:5]([CH2:4][C:1]([O:3][CH3:24])=[O:2])=[C:6]([C:10]([O:20][CH2:21][O:22][CH3:23])=[CH:11][C:12]=1[O:16][CH2:17][O:18][CH3:19])[C:7]([OH:9])=[O:8])[CH3:15]. The catalyst class is: 11. (3) Reactant: [C:12]([O:11][C:9](O[C:9]([O:11][C:12]([CH3:15])([CH3:14])[CH3:13])=[O:10])=[O:10])([CH3:15])([CH3:14])[CH3:13].C([N:23]1[CH2:31][C:30]2[C:25](=[CH:26][CH:27]=[C:28]([C:32]([O:34][CH3:35])=[O:33])[CH:29]=2)[CH2:24]1)C1C=CC=CC=1. Product: [C:12]([O:11][C:9]([N:23]1[CH2:31][C:30]2[C:25](=[CH:26][CH:27]=[C:28]([C:32]([O:34][CH3:35])=[O:33])[CH:29]=2)[CH2:24]1)=[O:10])([CH3:13])([CH3:14])[CH3:15]. The catalyst class is: 320. (4) Reactant: [OH:1][C:2]1[CH:3]=[C:4]([CH:8]=[CH:9][CH:10]=1)[C:5]([OH:7])=[O:6].[Br:11]Br. Product: [Br:11][C:10]1[CH:9]=[CH:8][C:4]([C:5]([OH:7])=[O:6])=[CH:3][C:2]=1[OH:1]. The catalyst class is: 15. (5) Reactant: [Br:1][C:2]1[CH:11]=[CH:10][C:9]2[O:8][C@@H:7]3[CH2:12][CH2:13][O:14][CH2:15][C@H:6]3[C:5]3([C:19](=[O:20])[N:18]([CH3:21])[C:17](=O)[NH:16]3)[C:4]=2[CH:3]=1.COC1C=CC(P2(SP(C3C=CC(OC)=CC=3)(=S)S2)=[S:32])=CC=1. Product: [Br:1][C:2]1[CH:11]=[CH:10][C:9]2[O:8][C@@H:7]3[CH2:12][CH2:13][O:14][CH2:15][C@H:6]3[C:5]3([C:19](=[O:20])[N:18]([CH3:21])[C:17](=[S:32])[NH:16]3)[C:4]=2[CH:3]=1. The catalyst class is: 11. (6) Reactant: C[O:2][C:3](=[O:23])[C:4]1[CH:9]=[CH:8][CH:7]=[C:6]([CH2:10][N:11]2[C:16](=[O:17])[CH:15]=[CH:14][C:13]([C:18]3[CH:19]=[N:20][NH:21][CH:22]=3)=[N:12]2)[CH:5]=1.[H-].[Na+].[C:26]([NH:33][CH2:34][CH2:35]Br)([O:28][C:29]([CH3:32])([CH3:31])[CH3:30])=[O:27].C(O)(=O)CC(CC(O)=O)(C(O)=O)O.O.[OH-].[Li+]. Product: [C:29]([O:28][C:26]([NH:33][CH2:34][CH2:35][N:20]1[CH:19]=[C:18]([C:13]2[CH:14]=[CH:15][C:16](=[O:17])[N:11]([CH2:10][C:6]3[CH:5]=[C:4]([CH:9]=[CH:8][CH:7]=3)[C:3]([OH:2])=[O:23])[N:12]=2)[CH:22]=[N:21]1)=[O:27])([CH3:32])([CH3:31])[CH3:30]. The catalyst class is: 827. (7) The catalyst class is: 1. Product: [F:11][C:7]1[CH:8]=[N:9][CH:10]=[C:2]([NH:15][C:14]2[CH:16]=[CH:17][C:18]([I:20])=[CH:19][C:13]=2[F:12])[C:3]=1[C:4]([OH:6])=[O:5]. Reactant: F[C:2]1[CH:10]=[N:9][CH:8]=[C:7]([F:11])[C:3]=1[C:4]([OH:6])=[O:5].[F:12][C:13]1[CH:19]=[C:18]([I:20])[CH:17]=[CH:16][C:14]=1[NH2:15].C[Si](C)(C)[N-][Si](C)(C)C.[Li+].